Dataset: Forward reaction prediction with 1.9M reactions from USPTO patents (1976-2016). Task: Predict the product of the given reaction. (1) The product is: [O:11]1[CH2:12][CH2:13][O:14][CH:10]1[CH2:9][CH2:8][O:28][C:23]1[CH:22]=[C:21]([F:20])[C:26]([F:27])=[N:25][CH:24]=1. Given the reactants C(=O)([O-])[O-].[Cs+].[Cs+].Br[CH2:8][CH2:9][CH:10]1[O:14][CH2:13][CH2:12][O:11]1.CN(C)C=O.[F:20][C:21]1[CH:22]=[C:23]([OH:28])[CH:24]=[N:25][C:26]=1[F:27], predict the reaction product. (2) Given the reactants [Br:1][C:2]1[CH:3]=[N:4][NH:5][CH:6]=1.[H-].[Na+].Cl[C:10]1[N:15]=[C:14]([N:16]2[CH2:21][CH2:20][O:19][CH2:18][CH2:17]2)[N:13]=[C:12]([N:22]2[CH2:27][CH2:26][O:25][CH2:24][CH2:23]2)[N:11]=1, predict the reaction product. The product is: [Br:1][C:2]1[CH:3]=[N:4][N:5]([C:10]2[N:15]=[C:14]([N:16]3[CH2:17][CH2:18][O:19][CH2:20][CH2:21]3)[N:13]=[C:12]([N:22]3[CH2:23][CH2:24][O:25][CH2:26][CH2:27]3)[N:11]=2)[CH:6]=1. (3) The product is: [Br:24][C:25]1[CH:26]=[C:27]([NH:40][C:13]([C:10]2[CH:11]=[CH:12][N:8]([CH2:7][CH:4]3[CH2:3][CH2:2][O:1][CH2:6][CH2:5]3)[N:9]=2)=[O:15])[C:28]2[C:32]([CH:33]=1)=[N:31][N:30]([CH:34]1[CH2:39][CH2:38][CH2:37][CH2:36][O:35]1)[CH:29]=2. Given the reactants [O:1]1[CH2:6][CH2:5][CH:4]([CH2:7][N:8]2[CH:12]=[CH:11][C:10]([C:13]([OH:15])=O)=[N:9]2)[CH2:3][CH2:2]1.ClC(N(C)C)=C(C)C.[Br:24][C:25]1[CH:26]=[C:27]([NH2:40])[C:28]2[C:32]([CH:33]=1)=[N:31][N:30]([CH:34]1[CH2:39][CH2:38][CH2:37][CH2:36][O:35]1)[CH:29]=2.C(=O)(O)[O-].[Na+], predict the reaction product. (4) Given the reactants Br[C:2]1[CH:7]=[CH:6][C:5]([Br:8])=[CH:4][CH:3]=1.[Li]CCCC.[F:14][C:15]1[CH:22]=[CH:21][C:18]([CH:19]=[O:20])=[CH:17][CH:16]=1, predict the reaction product. The product is: [Br:8][C:5]1[CH:6]=[CH:7][C:2]([CH:19]([C:18]2[CH:21]=[CH:22][C:15]([F:14])=[CH:16][CH:17]=2)[OH:20])=[CH:3][CH:4]=1. (5) Given the reactants Cl.[CH:2]1([C:8](=[NH:12])[O:9][CH2:10][CH3:11])[CH2:7][CH2:6][CH2:5][CH2:4][CH2:3]1.N1C(C)=CC(C)=CC=1C.Cl[C:23]([O:25][CH2:26][CH3:27])=[O:24], predict the reaction product. The product is: [CH2:26]([O:25][C:23]([N:12]=[C:8]([CH:2]1[CH2:7][CH2:6][CH2:5][CH2:4][CH2:3]1)[O:9][CH2:10][CH3:11])=[O:24])[CH3:27]. (6) Given the reactants Br[C:2]1[CH:3]=[C:4]2[C:9](=[CH:10][CH:11]=1)[N:8]=[CH:7][C:6]([N+:12]([O-:14])=[O:13])=[C:5]2[CH2:15][C:16]1[CH:21]=[CH:20][C:19]([C:22]([CH3:26])([CH3:25])[C:23]#[N:24])=[CH:18][CH:17]=1.[CH3:27][S:28]([N:31]1[CH2:36][CH2:35][NH:34][CH2:33][CH2:32]1)(=[O:30])=[O:29].C([O-])([O-])=O.[Cs+].[Cs+].C1C=CC(P(C2C(C3C(P(C4C=CC=CC=4)C4C=CC=CC=4)=CC=C4C=3C=CC=C4)=C3C(C=CC=C3)=CC=2)C2C=CC=CC=2)=CC=1, predict the reaction product. The product is: [CH3:26][C:22]([C:19]1[CH:20]=[CH:21][C:16]([CH2:15][C:5]2[C:4]3[C:9](=[CH:10][CH:11]=[C:2]([N:34]4[CH2:35][CH2:36][N:31]([S:28]([CH3:27])(=[O:30])=[O:29])[CH2:32][CH2:33]4)[CH:3]=3)[N:8]=[CH:7][C:6]=2[N+:12]([O-:14])=[O:13])=[CH:17][CH:18]=1)([CH3:25])[C:23]#[N:24]. (7) Given the reactants [CH3:1][C:2]1[C:6]([CH2:7][C:8]([OH:10])=O)=[C:5]([CH3:11])[O:4][N:3]=1.CCN=C=NCCCN(C)C.Cl.ON1C2C=CC=CC=2N=N1.C(N1CCOCC1)C.[Br:42][C:43]1[CH:48]=[C:47]([F:49])[CH:46]=[CH:45][C:44]=1[CH2:50][NH2:51], predict the reaction product. The product is: [Br:42][C:43]1[CH:48]=[C:47]([F:49])[CH:46]=[CH:45][C:44]=1[CH2:50][NH:51][C:8](=[O:10])[CH2:7][C:6]1[C:2]([CH3:1])=[N:3][O:4][C:5]=1[CH3:11]. (8) Given the reactants [O:1]1[CH2:6][CH2:5][N:4]([C:7]2[N:12]=[C:11]([C:13]3[CH:19]=[CH:18][C:16]([NH2:17])=[CH:15][CH:14]=3)[N:10]=[C:9]3[N:20]([CH2:23][C:24]([F:27])([F:26])[F:25])[N:21]=[CH:22][C:8]=23)[CH2:3][CH2:2]1.ClC(Cl)(O[C:32](=[O:38])OC(Cl)(Cl)Cl)Cl.[CH3:40][NH2:41], predict the reaction product. The product is: [CH3:40][NH:41][C:32]([NH:17][C:16]1[CH:15]=[CH:14][C:13]([C:11]2[N:10]=[C:9]3[N:20]([CH2:23][C:24]([F:25])([F:26])[F:27])[N:21]=[CH:22][C:8]3=[C:7]([N:4]3[CH2:3][CH2:2][O:1][CH2:6][CH2:5]3)[N:12]=2)=[CH:19][CH:18]=1)=[O:38]. (9) Given the reactants O[C@H:2]1[CH2:7][CH2:6][CH2:5][CH2:4][C@H:3]1[NH:8][C:9]1[CH2:14][CH2:13][CH2:12][C:11](=[O:15])[CH:10]=1.BrC1C(C)=CC(C)=CC=1C.C(=O)([O-])[O-].[K+].[K+].CN(C=O)C, predict the reaction product. The product is: [CH2:14]1[C:9]2[NH:8][C:3]3[CH2:4][CH2:5][CH2:6][CH2:7][C:2]=3[C:10]=2[C:11](=[O:15])[CH2:12][CH2:13]1. (10) Given the reactants [C:1]([O:5][C:6]([N:8]1[CH2:12][CH2:11][CH:10]([NH:13][CH2:14][CH3:15])[CH2:9]1)=[O:7])([CH3:4])([CH3:3])[CH3:2].[Cl:16][C:17]1[CH:22]=[CH:21][C:20]([N:23]=[C:24]=[O:25])=[CH:19][CH:18]=1, predict the reaction product. The product is: [C:1]([O:5][C:6]([N:8]1[CH2:12][CH2:11][CH:10]([N:13]([CH2:14][CH3:15])[C:24]([NH:23][C:20]2[CH:21]=[CH:22][C:17]([Cl:16])=[CH:18][CH:19]=2)=[O:25])[CH2:9]1)=[O:7])([CH3:4])([CH3:3])[CH3:2].